From a dataset of Reaction yield outcomes from USPTO patents with 853,638 reactions. Predict the reaction yield, written as a fraction of the theoretical maximum amount of product (1.0 means a 100% yield; for example, 0.34 means a 34% yield). (1) The reactants are [Br:1]Br.[C:3]1([P:9]([C:16]2[CH:21]=[CH:20][CH:19]=[CH:18][CH:17]=2)[C:10]2[CH:15]=[CH:14][CH:13]=[CH:12][CH:11]=2)[CH:8]=[CH:7][CH:6]=[CH:5][CH:4]=1. The catalyst is CC(N(C)C)=O. The yield is 0.600. The product is [Br-:1].[Br-:1].[C:16]1([P:9]([C:3]2[CH:4]=[CH:5][CH:6]=[CH:7][CH:8]=2)[C:10]2[CH:15]=[CH:14][CH:13]=[CH:12][CH:11]=2)[CH:17]=[CH:18][CH:19]=[CH:20][CH:21]=1. (2) The reactants are [CH2:1]([C:4]1([S:7]([N:10]2[C:14]3=[CH:15][C:16]4[S:20][CH:19]=[N:18][C:17]=4[C:21]([F:22])=[C:13]3[N:12]([C:23]3[CH:28]=[CH:27][C:26]([I:29])=[CH:25][C:24]=3[F:30])C2=O)(=[O:9])=[O:8])[CH2:6][CH2:5]1)[CH:2]=[CH2:3].C[Si](C)(C)[O-].[K+]. The catalyst is C1COCC1. The product is [CH2:1]([C:4]1([S:7]([NH:10][C:14]2[C:13]([NH:12][C:23]3[CH:28]=[CH:27][C:26]([I:29])=[CH:25][C:24]=3[F:30])=[C:21]([F:22])[C:17]3[N:18]=[CH:19][S:20][C:16]=3[CH:15]=2)(=[O:9])=[O:8])[CH2:6][CH2:5]1)[CH:2]=[CH2:3]. The yield is 0.913. (3) No catalyst specified. The reactants are [CH:1]1([C:6]([C:8]2[CH:13]=[C:12]([CH3:14])[CH:11]=[CH:10][C:9]=2[NH:15][C:16](=[O:30])[NH:17][C:18]2[S:19][CH:20]=[C:21]([CH2:23][CH2:24]OS(C)(=O)=O)[N:22]=2)=[O:7])[CH2:5][CH2:4][CH2:3][CH2:2]1.[NH:31]1[CH2:36][CH2:35][NH:34][CH2:33][CH2:32]1. The product is [CH:1]1([C:6]([C:8]2[CH:13]=[C:12]([CH3:14])[CH:11]=[CH:10][C:9]=2[NH:15][C:16]([NH:17][C:18]2[S:19][CH:20]=[C:21]([CH2:23][CH2:24][N:31]3[CH2:36][CH2:35][NH:34][CH2:33][CH2:32]3)[N:22]=2)=[O:30])=[O:7])[CH2:2][CH2:3][CH2:4][CH2:5]1. The yield is 0.700. (4) The reactants are [OH:1][C@@H:2]1[C:11]2[CH:10]=[CH:9][N:8]3[C:12]([CH3:18])=[C:13]([CH2:15][O:16][CH3:17])[N:14]=[C:7]3[C:6]=2[NH:5][C@H:4]([C:19]2[CH:24]=[CH:23][CH:22]=[CH:21][CH:20]=2)[C@H:3]1[OH:25].CS(O)(=O)=O.ClCCl. The catalyst is COCCO. The product is [OH:25][C@H:3]1[C@@H:2]([O:1][CH2:13][CH2:15][O:16][CH3:17])[C:11]2[CH:10]=[CH:9][N:8]3[C:12]([CH3:18])=[C:13]([CH2:15][O:16][CH3:17])[N:14]=[C:7]3[C:6]=2[NH:5][C@@H:4]1[C:19]1[CH:20]=[CH:21][CH:22]=[CH:23][CH:24]=1.[OH:25][C@H:3]1[C@H:2]([O:1][CH2:13][CH2:15][O:16][CH3:17])[C:11]2[CH:10]=[CH:9][N:8]3[C:12]([CH3:18])=[C:13]([CH2:15][O:16][CH3:17])[N:14]=[C:7]3[C:6]=2[NH:5][C@@H:4]1[C:19]1[CH:20]=[CH:21][CH:22]=[CH:23][CH:24]=1. The yield is 0.360. (5) The reactants are [CH2:1]([O:8][C:9]1[CH:24]=[C:23]([NH:25][CH2:26][C:27]2[CH:32]=[CH:31][C:30]([CH:33]3[CH2:38][CH2:37][CH2:36][CH2:35][CH2:34]3)=[CH:29][CH:28]=2)[CH:22]=[CH:21][C:10]=1[C:11]([O:13][CH2:14][C:15]1[CH:20]=[CH:19][CH:18]=[CH:17][CH:16]=1)=[O:12])[C:2]1[CH:7]=[CH:6][CH:5]=[CH:4][CH:3]=1.[F:39][C:40]([F:50])([F:49])[C:41]([N:43]([CH2:45][C:46](O)=[O:47])[CH3:44])=[O:42]. No catalyst specified. The product is [CH2:1]([O:8][C:9]1[CH:24]=[C:23]([N:25]([CH2:26][C:27]2[CH:28]=[CH:29][C:30]([CH:33]3[CH2:38][CH2:37][CH2:36][CH2:35][CH2:34]3)=[CH:31][CH:32]=2)[C:46](=[O:47])[CH2:45][N:43]([CH3:44])[C:41](=[O:42])[C:40]([F:49])([F:50])[F:39])[CH:22]=[CH:21][C:10]=1[C:11]([O:13][CH2:14][C:15]1[CH:20]=[CH:19][CH:18]=[CH:17][CH:16]=1)=[O:12])[C:2]1[CH:3]=[CH:4][CH:5]=[CH:6][CH:7]=1. The yield is 0.970. (6) The reactants are [C:1]([O:5][C:6]([NH:8][C@H:9]1[C:17]2[C:12](=[CH:13][CH:14]=[C:15]([C:18]([O:20][CH3:21])=[O:19])[CH:16]=2)[CH2:11][CH2:10]1)=[O:7])([CH3:4])([CH3:3])[CH3:2].[H-].[Na+].[CH3:24]I. The catalyst is CN(C=O)C. The product is [C:1]([O:5][C:6]([N:8]([CH3:24])[C@H:9]1[C:17]2[C:12](=[CH:13][CH:14]=[C:15]([C:18]([O:20][CH3:21])=[O:19])[CH:16]=2)[CH2:11][CH2:10]1)=[O:7])([CH3:4])([CH3:3])[CH3:2]. The yield is 0.900. (7) The reactants are [C:1]([C:3](=[C:9](OCC)[CH2:10][CH3:11])[C:4]([O:6][CH2:7][CH3:8])=[O:5])#[N:2].Cl.[N+:16]([C:19]1[CH:20]=[C:21]([NH:25][NH2:26])[CH:22]=[CH:23][CH:24]=1)([O-:18])=[O:17].C(N(CC)CC)C. The catalyst is CO. The product is [NH2:2][C:1]1[N:25]([C:21]2[CH:22]=[CH:23][CH:24]=[C:19]([N+:16]([O-:18])=[O:17])[CH:20]=2)[N:26]=[C:9]([CH2:10][CH3:11])[C:3]=1[C:4]([O:6][CH2:7][CH3:8])=[O:5]. The yield is 0.310. (8) The reactants are [CH:1]1([C:4]2[C:5]([N:24]3[CH2:29][CH2:28][N:27](C(OC(C)(C)C)=O)[CH2:26][CH2:25]3)=[C:6]3[C:12]([CH2:13][CH3:14])=[N:11][N:10]([CH2:15][C:16]4[CH:21]=[CH:20][C:19]([O:22][CH3:23])=[CH:18][CH:17]=4)[C:7]3=[N:8][CH:9]=2)[CH2:3][CH2:2]1.C(O)(C(F)(F)F)=O. The catalyst is C(Cl)Cl. The product is [CH:1]1([C:4]2[C:5]([N:24]3[CH2:25][CH2:26][NH:27][CH2:28][CH2:29]3)=[C:6]3[C:12]([CH2:13][CH3:14])=[N:11][N:10]([CH2:15][C:16]4[CH:17]=[CH:18][C:19]([O:22][CH3:23])=[CH:20][CH:21]=4)[C:7]3=[N:8][CH:9]=2)[CH2:2][CH2:3]1. The yield is 0.960. (9) The reactants are [H-].[Na+].[CH2:3]([O:5][C:6]([C:8]1[C:16]2[C:11](=[CH:12][C:13]([Br:18])=[C:14]([OH:17])[CH:15]=2)[N:10]([CH:19]2[CH2:21][CH2:20]2)[C:9]=1[CH3:22])=[O:7])[CH3:4].[CH3:23]I. The catalyst is CN(C=O)C.O.CCOCC. The product is [CH2:3]([O:5][C:6]([C:8]1[C:16]2[C:11](=[CH:12][C:13]([Br:18])=[C:14]([O:17][CH3:23])[CH:15]=2)[N:10]([CH:19]2[CH2:20][CH2:21]2)[C:9]=1[CH3:22])=[O:7])[CH3:4]. The yield is 0.880. (10) The reactants are [C:1]1([CH3:11])[CH:6]=[CH:5][C:4]([CH2:7][C:8]([OH:10])=O)=[CH:3][CH:2]=1.C(Cl)(=O)C(Cl)=O.[NH2:18][C:19](=[N:25]O)[C:20]([O:22][CH2:23][CH3:24])=[O:21].C(N(CC)C(C)C)(C)C. The catalyst is ClCCl.N1C=CC=CC=1.CN(C=O)C. The product is [CH3:11][C:1]1[CH:2]=[CH:3][C:4]([CH2:7][C:8]2[O:10][N:25]=[C:19]([C:20]([O:22][CH2:23][CH3:24])=[O:21])[N:18]=2)=[CH:5][CH:6]=1. The yield is 0.230.